Dataset: Full USPTO retrosynthesis dataset with 1.9M reactions from patents (1976-2016). Task: Predict the reactants needed to synthesize the given product. (1) The reactants are: Cl[CH2:2][C:3]([N:5]1[C:14]2[C:9](=[CH:10][CH:11]=[CH:12][CH:13]=2)[CH2:8][CH2:7][CH2:6]1)=[O:4].[CH3:15][N:16]1[C:20]([C:21]2[CH:26]=[CH:25][CH:24]=[CH:23][CH:22]=2)=[CH:19][N:18]=[C:17]1[SH:27]. Given the product [N:5]1([C:3](=[O:4])[CH2:2][S:27][C:17]2[N:16]([CH3:15])[C:20]([C:21]3[CH:26]=[CH:25][CH:24]=[CH:23][CH:22]=3)=[CH:19][N:18]=2)[C:14]2[C:9](=[CH:10][CH:11]=[CH:12][CH:13]=2)[CH2:8][CH2:7][CH2:6]1, predict the reactants needed to synthesize it. (2) Given the product [Br:1][C:2]1[CH:10]=[CH:9][C:5]([C:6]([O:8][C:33]([CH3:35])([CH3:34])[CH3:32])=[O:7])=[CH:4][C:3]=1[C:11]([O:13][C:28]([CH3:27])([CH3:23])[CH3:30])=[O:12], predict the reactants needed to synthesize it. The reactants are: [Br:1][C:2]1[CH:10]=[CH:9][C:5]([C:6]([OH:8])=[O:7])=[CH:4][C:3]=1[C:11]([OH:13])=[O:12].C1CCC(N=C=N[CH:23]2[CH2:28][CH2:27]CCC2)CC1.Cl[CH2:30]Cl.[CH3:32][C:33](O)([CH3:35])[CH3:34]. (3) Given the product [CH3:16][C:11]([CH3:17])([CH2:12][C:13]([O:15][C@H:42]1[CH2:41][CH2:40][C@@:39]2([CH3:56])[C@@H:44]([CH2:45][CH2:46][C@:47]3([CH3:52])[C@@H:38]2[CH2:37][CH2:36][C@H:35]2[C@@:48]3([CH3:51])[CH2:49][CH2:50][C@@:33]3(/[CH:32]=[CH:31]/[C:30]([NH:29][C:26]4([C:23]5[CH:22]=[CH:21][C:20]([Cl:19])=[CH:25][CH:24]=5)[CH2:27][CH2:28]4)=[O:64])[CH2:59][C:58](=[O:60])[C:57]([CH:61]([CH3:63])[CH3:62])=[C:34]32)[C:43]1([CH3:53])[CH3:54])=[O:14])[C:10]([O:9][C:5]([CH3:8])([CH3:6])[CH3:7])=[O:18], predict the reactants needed to synthesize it. The reactants are: C(Cl)CCl.[C:5]([O:9][C:10](=[O:18])[C:11]([CH3:17])([CH3:16])[CH2:12][C:13]([OH:15])=[O:14])([CH3:8])([CH3:7])[CH3:6].[Cl:19][C:20]1[CH:25]=[CH:24][C:23]([C:26]2([NH:29][C:30](=[O:64])/[CH:31]=[CH:32]/[C@:33]34[CH2:59][C:58](=[O:60])[C:57]([CH:61]([CH3:63])[CH3:62])=[C:34]3[C@@H:35]3[C@@:48]([CH3:51])([CH2:49][CH2:50]4)[C@@:47]4([CH3:52])[C@@H:38]([C@:39]5([CH3:56])[C@@H:44]([CH2:45][CH2:46]4)[C:43]([CH3:54])([CH3:53])[C@@H:42](O)[CH2:41][CH2:40]5)[CH2:37][CH2:36]3)[CH2:28][CH2:27]2)=[CH:22][CH:21]=1.